This data is from Peptide-MHC class II binding affinity with 134,281 pairs from IEDB. The task is: Regression. Given a peptide amino acid sequence and an MHC pseudo amino acid sequence, predict their binding affinity value. This is MHC class II binding data. The peptide sequence is SHIQSAVVCGRRHGV. The binding affinity (normalized) is 0.198. The MHC is DRB1_1501 with pseudo-sequence DRB1_1501.